Dataset: Reaction yield outcomes from USPTO patents with 853,638 reactions. Task: Predict the reaction yield, written as a fraction of the theoretical maximum amount of product (1.0 means a 100% yield; for example, 0.34 means a 34% yield). (1) The reactants are [O:1]1[CH2:3][C@@H:2]1[CH2:4][N:5]1[C:13](=[O:14])[C:12]2[C:7](=[CH:8][CH:9]=[CH:10][CH:11]=2)[C:6]1=[O:15].[N:16]([C:19]1[CH:24]=[CH:23][C:22]([N:25]2[CH2:30][CH2:29][O:28][CH2:27][C:26]2=[O:31])=[CH:21][CH:20]=1)=[C:17]=[O:18].[Br-].[Li+]. The catalyst is CC1C=CC(C)=CC=1.CC1C=CC=C(C)C=1.CC1C(C)=CC=CC=1. The product is [O:18]=[C:17]1[N:16]([C:19]2[CH:24]=[CH:23][C:22]([N:25]3[CH2:30][CH2:29][O:28][CH2:27][C:26]3=[O:31])=[CH:21][CH:20]=2)[CH2:3][C@H:2]([CH2:4][N:5]2[C:13](=[O:14])[C:12]3[C:7](=[CH:8][CH:9]=[CH:10][CH:11]=3)[C:6]2=[O:15])[O:1]1. The yield is 0.946. (2) The reactants are Br[C:2]1[CH:3]=[C:4]([C:9]([O:11][CH3:12])=[O:10])[O:5][C:6]=1[CH2:7][CH3:8].C(=O)([O-])[O-].[K+].[K+].[CH3:19][N:20]1[C:24](B2OC(C)(C)C(C)(C)O2)=[CH:23][CH:22]=[N:21]1. The catalyst is CC(C)([P](C(C)(C)C)([Pd][P](C(C)(C)C)(C(C)(C)C)C(C)(C)C)C(C)(C)C)C. The product is [CH2:7]([C:6]1[O:5][C:4]([C:9]([O:11][CH3:12])=[O:10])=[CH:3][C:2]=1[C:24]1[N:20]([CH3:19])[N:21]=[CH:22][CH:23]=1)[CH3:8]. The yield is 0.713. (3) The reactants are [Br:1][C:2]1[CH:10]=[CH:9][C:8]([N+:11]([O-])=O)=[CH:7][C:3]=1[C:4]([OH:6])=[O:5].[H][H]. The catalyst is CO.[Pd]. The product is [NH2:11][C:8]1[CH:9]=[CH:10][C:2]([Br:1])=[C:3]([CH:7]=1)[C:4]([OH:6])=[O:5]. The yield is 0.912. (4) The reactants are COC1C=CC(C[N:8]2[C:12]3=[N:13][CH:14]=[CH:15][C:16]([O:17][C:18]4[C:23]([F:24])=[CH:22][C:21]([NH:25][C:26]([C:28]5[C:29](=[O:41])[N:30]([C:34]6[CH:39]=[CH:38][C:37]([F:40])=[CH:36][CH:35]=6)[N:31]=[CH:32][CH:33]=5)=[O:27])=[C:20]([Cl:42])[CH:19]=4)=[C:11]3[C:10]([NH:43][CH:44]3[CH2:49][CH2:48][N:47]([CH3:50])[CH2:46][CH2:45]3)=[N:9]2)=CC=1. The product is [Cl:42][C:20]1[CH:19]=[C:18]([O:17][C:16]2[CH:15]=[CH:14][N:13]=[C:12]3[NH:8][N:9]=[C:10]([NH:43][CH:44]4[CH2:45][CH2:46][N:47]([CH3:50])[CH2:48][CH2:49]4)[C:11]=23)[C:23]([F:24])=[CH:22][C:21]=1[NH:25][C:26]([C:28]1[C:29](=[O:41])[N:30]([C:34]2[CH:35]=[CH:36][C:37]([F:40])=[CH:38][CH:39]=2)[N:31]=[CH:32][CH:33]=1)=[O:27]. The yield is 0.419. The catalyst is C(O)(C(F)(F)F)=O. (5) The yield is 0.930. The reactants are Br[CH:2]([CH2:10][CH2:11][CH2:12][Cl:13])[C:3](=O)[C:4]([O:6][CH2:7][CH3:8])=[O:5].[NH2:14][C:15]([NH2:17])=[S:16]. The product is [NH2:17][C:15]1[S:16][C:2]([CH2:10][CH2:11][CH2:12][Cl:13])=[C:3]([C:4]([O:6][CH2:7][CH3:8])=[O:5])[N:14]=1. The catalyst is CC(C)=O. (6) The reactants are N1CC[C@@H](CN)C1.C([O-])([O-])=O.[Na+].[Na+].C(C(C)=O)C(C)C.ClC1C2C(=CC(C)=CC=2)N=C(C2C(F)=CC=CC=2O)N=1.CC(C)C/C(=[N:46]/[CH2:47][C@@H:48]1[CH2:52][CH2:51][N:50]([C:53]2[C:62]3[C:57](=[CH:58][C:59]([CH3:63])=[CH:60][CH:61]=3)[N:56]=[C:55]([C:64]3[C:69]([F:70])=[CH:68][CH:67]=[CH:66][C:65]=3[OH:71])[N:54]=2)[CH2:49]1)/C. The catalyst is O.C(O)(C)C. The product is [NH2:46][CH2:47][C@@H:48]1[CH2:52][CH2:51][N:50]([C:53]2[C:62]3[C:57](=[CH:58][C:59]([CH3:63])=[CH:60][CH:61]=3)[N:56]=[C:55]([C:64]3[C:69]([F:70])=[CH:68][CH:67]=[CH:66][C:65]=3[OH:71])[N:54]=2)[CH2:49]1. The yield is 0.190.